Dataset: Catalyst prediction with 721,799 reactions and 888 catalyst types from USPTO. Task: Predict which catalyst facilitates the given reaction. Reactant: Br[C:2]1[CH:3]=[C:4]2[C:8](=[CH:9][CH:10]=1)[NH:7][C:6](=[O:11])/[C:5]/2=[CH:12]\[C:13]1[NH:17][C:16]([CH3:18])=[C:15]([C:19]([NH:21][CH2:22][CH2:23][N:24]([CH2:27][CH3:28])[CH2:25][CH3:26])=[O:20])[C:14]=1[CH3:29].[C:30]1([C:36]2[O:40][C:39](B(O)O)=[CH:38][CH:37]=2)[CH:35]=[CH:34][CH:33]=[CH:32][CH:31]=1.C(=O)([O-])[O-].[K+].[K+]. The catalyst class is: 339. Product: [CH2:25]([N:24]([CH2:27][CH3:28])[CH2:23][CH2:22][NH:21][C:19]([C:15]1[C:14]([CH3:29])=[C:13](/[CH:12]=[C:5]2\[C:6](=[O:11])[NH:7][C:8]3[C:4]\2=[CH:3][C:2]([C:39]2[O:40][C:36]([C:30]4[CH:31]=[CH:32][CH:33]=[CH:34][CH:35]=4)=[CH:37][CH:38]=2)=[CH:10][CH:9]=3)[NH:17][C:16]=1[CH3:18])=[O:20])[CH3:26].